From a dataset of Catalyst prediction with 721,799 reactions and 888 catalyst types from USPTO. Predict which catalyst facilitates the given reaction. (1) Reactant: [NH2:1][C:2]1[CH:7]=[CH:6][C:5]([C:8](=[O:12])[CH2:9][CH2:10][CH3:11])=[CH:4][C:3]=1[OH:13].[CH3:14][C:15](OC(C)=O)=[O:16]. Product: [C:8]([C:5]1[CH:6]=[CH:7][C:2]([NH:1][C:15](=[O:16])[CH3:14])=[C:3]([OH:13])[CH:4]=1)(=[O:12])[CH2:9][CH2:10][CH3:11]. The catalyst class is: 22. (2) Product: [CH3:1][C:6]1[CH2:5][CH2:4][CH2:3][CH:2]=1.[CH:7]1([OH:13])[CH2:12][CH2:11][CH2:10][CH2:9][CH2:8]1. Reactant: [CH:1]1[CH2:6][CH2:5][CH2:4][CH2:3][CH:2]=1.[CH:7]1([OH:13])[CH2:12][CH2:11][CH2:10][CH2:9][CH2:8]1. The catalyst class is: 6. (3) Reactant: C[O:2][C:3](=[O:22])[C:4]1[CH:9]=[CH:8][C:7]([Cl:10])=[C:6]([O:11][CH2:12][CH2:13][C:14]2[CH:19]=[CH:18][C:17]([O:20][CH3:21])=[CH:16][CH:15]=2)[CH:5]=1.O.[OH-].[Na+].Cl. Product: [Cl:10][C:7]1[CH:8]=[CH:9][C:4]([C:3]([OH:22])=[O:2])=[CH:5][C:6]=1[O:11][CH2:12][CH2:13][C:14]1[CH:15]=[CH:16][C:17]([O:20][CH3:21])=[CH:18][CH:19]=1. The catalyst class is: 12. (4) The catalyst class is: 4. Reactant: [N:1]1[CH:6]=[CH:5][C:4]([C:7]2[CH:8]=[C:9]([CH:24]=[CH:25][CH:26]=2)[CH:10]=[C:11]2[CH2:16][CH2:15][N:14]([C:17]([O:19][C:20]([CH3:23])([CH3:22])[CH3:21])=[O:18])[CH2:13][CH2:12]2)=[CH:3][CH:2]=1.[I:27]C. Product: [I-:27].[NH+:1]1[CH:6]=[CH:5][C:4]([C:7]2[CH:8]=[C:9]([CH:24]=[CH:25][CH:26]=2)[CH:10]=[C:11]2[CH2:16][CH2:15][N:14]([C:17]([O:19][C:20]([CH3:21])([CH3:22])[CH3:23])=[O:18])[CH2:13][CH2:12]2)=[CH:3][CH:2]=1.